Dataset: Catalyst prediction with 721,799 reactions and 888 catalyst types from USPTO. Task: Predict which catalyst facilitates the given reaction. (1) Reactant: [C:1]([C:3]1[CH:8]=[CH:7][CH:6]=[CH:5][C:4]=1[C:9]1[CH:14]=[CH:13][C:12]([CH2:15][N:16]2[C:20]3[C:21]([C:25]([O:27][CH2:28][CH3:29])=[O:26])=[CH:22][CH:23]=[CH:24][C:19]=3[N:18]=[C:17]2[O:30][CH2:31][CH3:32])=[CH:11][CH:10]=1)#[N:2].C[Sn]([N:37]=[N+:38]=[N-:39])(C)C. Product: [CH2:31]([O:30][C:17]1[N:16]([CH2:15][C:12]2[CH:11]=[CH:10][C:9]([C:4]3[CH:5]=[CH:6][CH:7]=[CH:8][C:3]=3[C:1]3[NH:39][N:38]=[N:37][N:2]=3)=[CH:14][CH:13]=2)[C:20]2[C:21]([C:25]([O:27][CH2:28][CH3:29])=[O:26])=[CH:22][CH:23]=[CH:24][C:19]=2[N:18]=1)[CH3:32]. The catalyst class is: 11. (2) Reactant: Cl[S:2]([C:5]1[CH:9]=[CH:8][S:7][C:6]=1[C:10]([O:12][CH3:13])=[O:11])(=[O:4])=[O:3].O.[NH3:15]. The catalyst class is: 12. Product: [S:2]([C:5]1[CH:9]=[CH:8][S:7][C:6]=1[C:10]([O:12][CH3:13])=[O:11])(=[O:4])(=[O:3])[NH2:15].